From a dataset of Reaction yield outcomes from USPTO patents with 853,638 reactions. Predict the reaction yield, written as a fraction of the theoretical maximum amount of product (1.0 means a 100% yield; for example, 0.34 means a 34% yield). The reactants are C(OC(=O)[NH:7][C:8]1[CH:13]=[CH:12][C:11]([N:14]2[CH2:19][CH2:18][O:17][CH2:16][CH2:15]2)=[CH:10][C:9]=1[Cl:20])(C)(C)C.FC(F)(F)C(O)=O. The catalyst is ClCCl. The product is [Cl:20][C:9]1[CH:10]=[C:11]([N:14]2[CH2:15][CH2:16][O:17][CH2:18][CH2:19]2)[CH:12]=[CH:13][C:8]=1[NH2:7]. The yield is 0.400.